Dataset: Reaction yield outcomes from USPTO patents with 853,638 reactions. Task: Predict the reaction yield, written as a fraction of the theoretical maximum amount of product (1.0 means a 100% yield; for example, 0.34 means a 34% yield). (1) The reactants are [CH:1]1[C:2]([C:10]([O:12][CH2:13][CH3:14])=[O:11])=[CH:3][N:4]2[C:9]=1[CH:8]=[CH:7][CH:6]=[CH:5]2.F[B-](F)(F)F.C1(P(C2CCCC2)C2CCCC2)CCCC1.C([O-])([O-])=O.[Cs+].[Cs+].Cl[C:43]1[CH:44]=[N:45][CH:46]=[CH:47][CH:48]=1. The catalyst is CC([O-])=O.CC([O-])=O.[Pd+2].C1(C)C=CC=CC=1. The product is [N:45]1[CH:46]=[CH:47][CH:48]=[C:43]([C:3]2[N:4]3[C:9]([CH:8]=[CH:7][CH:6]=[CH:5]3)=[CH:1][C:2]=2[C:10]([O:12][CH2:13][CH3:14])=[O:11])[CH:44]=1. The yield is 0.820. (2) The reactants are [CH3:1][CH:2]([CH3:8])[CH:3]=[CH:4][C:5]([OH:7])=[O:6].C([O-])([O-])=O.[K+].[K+].[CH2:15](Br)[C:16]1[CH:21]=[CH:20][CH:19]=[CH:18][CH:17]=1. The catalyst is CC(C)=O. The product is [CH2:15]([O:6][C:5](=[O:7])[CH:4]=[CH:3][CH:2]([CH3:8])[CH3:1])[C:16]1[CH:21]=[CH:20][CH:19]=[CH:18][CH:17]=1. The yield is 0.980. (3) The reactants are C([O:4][CH2:5][CH2:6][C:7]1[CH:8]=[CH:9][CH:10]=[C:11]2[C:15]=1[NH:14][CH:13]=[C:12]2[C:16](=[O:34])[CH:17]([C:27]1[CH:32]=[CH:31][C:30]([F:33])=[CH:29][CH:28]=1)[NH:18][C:19]1[CH:20]=[N:21][CH:22]=[C:23]([O:25][CH3:26])[CH:24]=1)(=O)C.C(=O)([O-])[O-].[K+].[K+]. The catalyst is C1COCC1.CO. The product is [F:33][C:30]1[CH:31]=[CH:32][C:27]([CH:17]([NH:18][C:19]2[CH:20]=[N:21][CH:22]=[C:23]([O:25][CH3:26])[CH:24]=2)[C:16]([C:12]2[C:11]3[C:15](=[C:7]([CH2:6][CH2:5][OH:4])[CH:8]=[CH:9][CH:10]=3)[NH:14][CH:13]=2)=[O:34])=[CH:28][CH:29]=1. The yield is 0.220. (4) The reactants are [CH3:1][O:2][C:3]1[CH:8]=[CH:7][CH:6]=[CH:5][C:4]=1[C:9]1[C:17]2[C:12](=[N:13][CH:14]=[C:15]([C:18]3[CH:19]=[C:20]([CH:24]=[CH:25][CH:26]=3)[C:21](O)=[O:22])[N:16]=2)[NH:11][CH:10]=1.CCN=C=NCCCN(C)C.CN(C(ON1N=NC2C=CC=CC1=2)=[N+](C)C)C.F[P-](F)(F)(F)(F)F.C(N(C(C)C)CC)(C)C.[CH3:71][N:72]([CH3:81])[CH2:73][CH2:74][N:75]1[CH2:80][CH2:79][NH:78][CH2:77][CH2:76]1. The catalyst is CN(C=O)C. The product is [CH3:71][N:72]([CH3:81])[CH2:73][CH2:74][N:75]1[CH2:80][CH2:79][N:78]([C:21]([C:20]2[CH:24]=[CH:25][CH:26]=[C:18]([C:15]3[N:16]=[C:17]4[C:9]([C:4]5[CH:5]=[CH:6][CH:7]=[CH:8][C:3]=5[O:2][CH3:1])=[CH:10][NH:11][C:12]4=[N:13][CH:14]=3)[CH:19]=2)=[O:22])[CH2:77][CH2:76]1. The yield is 0.120. (5) The catalyst is C(OCC)(=O)C. The reactants are [Br:1][C:2]1[N:6]([S:7]([C:10]2[CH:15]=[CH:14][CH:13]=[CH:12][CH:11]=2)(=[O:9])=[O:8])[CH:5]=[C:4]([CH2:16][NH:17][CH3:18])[CH:3]=1.[C:19](=[O:22])([O-])[OH:20].[Na+]. The product is [Br:1][C:2]1[N:6]([S:7]([C:10]2[CH:15]=[CH:14][CH:13]=[CH:12][CH:11]=2)(=[O:9])=[O:8])[CH:5]=[C:4]([CH2:16][N:17]([CH3:18])[C:19](=[O:22])[O:20][C:4]([CH3:16])([CH3:5])[CH3:3])[CH:3]=1. The yield is 0.730. (6) The reactants are [NH2:1][C:2]1[CH:15]=[CH:14][C:13]2[C:12]3[C:7](=[CH:8][CH:9]=[CH:10][CH:11]=3)[CH:6]=[CH:5][C:4]=2[CH:3]=1.[BrH:16].O.N. The catalyst is O. The product is [NH2:1][C:2]1[CH:15]=[CH:14][C:13]2[C:12]3[C:7](=[CH:8][CH:9]=[CH:10][CH:11]=3)[CH:6]=[CH:5][C:4]=2[C:3]=1[Br:16]. The yield is 0.900. (7) The catalyst is CO. The reactants are [Br:1][C:2]1[CH:10]=[CH:9][C:5]([C:6]([OH:8])=[O:7])=[C:4]([F:11])[CH:3]=1.[C:12](Cl)(=O)C(Cl)=O. The yield is 0.880. The product is [Br:1][C:2]1[CH:10]=[CH:9][C:5]([C:6]([O:8][CH3:12])=[O:7])=[C:4]([F:11])[CH:3]=1.